From a dataset of Peptide-MHC class II binding affinity with 134,281 pairs from IEDB. Regression. Given a peptide amino acid sequence and an MHC pseudo amino acid sequence, predict their binding affinity value. This is MHC class II binding data. (1) The peptide sequence is MIRIIAQGPKATFEA. The MHC is DRB1_1201 with pseudo-sequence DRB1_1201. The binding affinity (normalized) is 0.573. (2) The peptide sequence is QKLMEDINVGFKAAV. The MHC is DRB1_1001 with pseudo-sequence DRB1_1001. The binding affinity (normalized) is 0.513. (3) The peptide sequence is DEAHFTDPASIAARG. The MHC is DRB1_1501 with pseudo-sequence DRB1_1501. The binding affinity (normalized) is 0.196. (4) The peptide sequence is IRDKVQKEYALFYKLDVV. The MHC is DRB1_1201 with pseudo-sequence DRB1_1201. The binding affinity (normalized) is 0.670. (5) The peptide sequence is AFAATHNPWASQRF. The binding affinity (normalized) is 0. The MHC is DRB1_0301 with pseudo-sequence DRB1_0301. (6) The peptide sequence is PPHAATIRVLALGNQ. The MHC is DRB3_0301 with pseudo-sequence DRB3_0301. The binding affinity (normalized) is 0.311. (7) The peptide sequence is HTLWSNGVLESDMII. The MHC is DRB1_0404 with pseudo-sequence DRB1_0404. The binding affinity (normalized) is 0.